From a dataset of Aqueous solubility values for 9,982 compounds from the AqSolDB database. Regression/Classification. Given a drug SMILES string, predict its absorption, distribution, metabolism, or excretion properties. Task type varies by dataset: regression for continuous measurements (e.g., permeability, clearance, half-life) or binary classification for categorical outcomes (e.g., BBB penetration, CYP inhibition). For this dataset (solubility_aqsoldb), we predict Y. The drug is C(=C/c1ccccc1)\CN1CCN(C(c2ccccc2)c2ccccc2)CC1. The Y is -4.20 log mol/L.